Dataset: Forward reaction prediction with 1.9M reactions from USPTO patents (1976-2016). Task: Predict the product of the given reaction. (1) Given the reactants [Br:1][C:2]1[S:6][C:5]([C:7]2[N:11]3[N:12]=[C:13]([CH3:21])[CH:14]=[C:15]([CH:16]([CH2:19][CH3:20])[CH2:17][CH3:18])[C:10]3=[N:9][C:8]=2[CH3:22])=[C:4]([CH3:23])[CH:3]=1.[Br:24]Br.[OH-].[Na+], predict the reaction product. The product is: [Br:24][C:3]1[C:4]([CH3:23])=[C:5]([C:7]2[N:11]3[N:12]=[C:13]([CH3:21])[CH:14]=[C:15]([CH:16]([CH2:19][CH3:20])[CH2:17][CH3:18])[C:10]3=[N:9][C:8]=2[CH3:22])[S:6][C:2]=1[Br:1]. (2) Given the reactants [N+:1]([C:4]1[CH:10]=[CH:9][C:7]([NH2:8])=[CH:6][CH:5]=1)([O-:3])=[O:2].[N:11]([O-])=O.[Na+].OC=[C:17]1[CH2:22][CH2:21][CH2:20][CH2:19][C:18]1=[O:23].C([O-])(=O)C.[Na+], predict the reaction product. The product is: [N+:1]([C:4]1[CH:10]=[CH:9][C:7]([NH:8][N:11]=[C:17]2[CH2:22][CH2:21][CH2:20][CH2:19][C:18]2=[O:23])=[CH:6][CH:5]=1)([O-:3])=[O:2]. (3) Given the reactants [F:1][C:2]1[CH:21]=[CH:20][C:5]2[C:6]([C:9]3[CH:14]=[CH:13][CH:12]=[C:11]([O:15][CH2:16][C@H:17]4[CH2:19][O:18]4)[CH:10]=3)=[N:7][O:8][C:4]=2[CH:3]=1.[S:22]1[CH:26]=[CH:25][CH:24]=[C:23]1[CH2:27][NH2:28], predict the reaction product. The product is: [F:1][C:2]1[CH:21]=[CH:20][C:5]2[C:6]([C:9]3[CH:10]=[C:11]([CH:12]=[CH:13][CH:14]=3)[O:15][CH2:16][C@H:17]([OH:18])[CH2:19][NH:28][CH2:27][C:23]3[S:22][CH:26]=[CH:25][CH:24]=3)=[N:7][O:8][C:4]=2[CH:3]=1. (4) Given the reactants C([O:3][C:4]([C:6]1([S:20]([C:23]2[CH:28]=[CH:27][C:26]([O:29][CH2:30][C:31]#[C:32][CH2:33][N:34]3[CH2:39][CH2:38][CH2:37][CH2:36][CH2:35]3)=[CH:25][CH:24]=2)(=[O:22])=[O:21])[CH2:11][CH2:10][N:9]([CH2:12][C:13]2[CH:18]=[CH:17][C:16]([Br:19])=[CH:15][CH:14]=2)[CH2:8][CH2:7]1)=[O:5])C.CO.[OH-].[Na+], predict the reaction product. The product is: [Br:19][C:16]1[CH:17]=[CH:18][C:13]([CH2:12][N:9]2[CH2:10][CH2:11][C:6]([S:20]([C:23]3[CH:28]=[CH:27][C:26]([O:29][CH2:30][C:31]#[C:32][CH2:33][N:34]4[CH2:39][CH2:38][CH2:37][CH2:36][CH2:35]4)=[CH:25][CH:24]=3)(=[O:22])=[O:21])([C:4]([OH:5])=[O:3])[CH2:7][CH2:8]2)=[CH:14][CH:15]=1.